Dataset: Orexin1 receptor HTS with 218,158 compounds and 233 confirmed actives. Task: Binary Classification. Given a drug SMILES string, predict its activity (active/inactive) in a high-throughput screening assay against a specified biological target. (1) The molecule is S1C2(N(C(C1)C(=O)Nc1sc3c(n1)ccc(c3)C)C(=O)CC2)C. The result is 0 (inactive). (2) The compound is O=C1N(CCc2ccccc2)C(=O)CN(C1)C(=O)c1cc(OC)c(OC)cc1. The result is 0 (inactive). (3) The drug is S1(=O)(=O)CC(N(Cc2ccc(F)cc2)C(=O)/C=C\c2occc2)CC1. The result is 0 (inactive). (4) The drug is Clc1c(C(=O)Nc2cc(ccc2)C(=O)N\N=C\c2cccnc2)cccc1. The result is 0 (inactive). (5) The molecule is O=C1N2c3c(CCC2)cc(NC(=O)C(=O)NCCO)cc3CC1. The result is 0 (inactive). (6) The drug is o1c2c(cc(c3[nH]c4c(n3)ccc(c4)C(O)=O)c1=O)cccc2C. The result is 0 (inactive).